This data is from Reaction yield outcomes from USPTO patents with 853,638 reactions. The task is: Predict the reaction yield, written as a fraction of the theoretical maximum amount of product (1.0 means a 100% yield; for example, 0.34 means a 34% yield). The reactants are [CH2:1]([O:8][C:9]1[CH:18]=[C:17]2[C:12]([C:13](Cl)=[N:14][CH:15]=[N:16]2)=[CH:11][C:10]=1[O:20][CH3:21])[C:2]1[CH:7]=[CH:6][CH:5]=[CH:4][CH:3]=1.[F:22][C:23]1[CH:28]=[CH:27][C:26]([NH:29][C:30]([C:32]2([C:35]([NH:37][C:38]3[CH:43]=[CH:42][C:41]([OH:44])=[C:40]([F:45])[CH:39]=3)=[O:36])[CH2:34][CH2:33]2)=[O:31])=[CH:25][CH:24]=1.C(=O)([O-])[O-].[K+].[K+]. The catalyst is CC(N(C)C)=O. The product is [F:22][C:23]1[CH:24]=[CH:25][C:26]([NH:29][C:30]([C:32]2([C:35]([NH:37][C:38]3[CH:43]=[CH:42][C:41]([O:44][C:13]4[C:12]5[C:17](=[CH:18][C:9]([O:8][CH2:1][C:2]6[CH:7]=[CH:6][CH:5]=[CH:4][CH:3]=6)=[C:10]([O:20][CH3:21])[CH:11]=5)[N:16]=[CH:15][N:14]=4)=[C:40]([F:45])[CH:39]=3)=[O:36])[CH2:34][CH2:33]2)=[O:31])=[CH:27][CH:28]=1. The yield is 0.760.